From a dataset of NCI-60 drug combinations with 297,098 pairs across 59 cell lines. Regression. Given two drug SMILES strings and cell line genomic features, predict the synergy score measuring deviation from expected non-interaction effect. (1) Drug 1: CC1C(C(CC(O1)OC2CC(CC3=C2C(=C4C(=C3O)C(=O)C5=C(C4=O)C(=CC=C5)OC)O)(C(=O)C)O)N)O.Cl. Drug 2: CC12CCC3C(C1CCC2O)C(CC4=C3C=CC(=C4)O)CCCCCCCCCS(=O)CCCC(C(F)(F)F)(F)F. Cell line: NCI/ADR-RES. Synergy scores: CSS=-1.44, Synergy_ZIP=-0.142, Synergy_Bliss=-1.27, Synergy_Loewe=-3.65, Synergy_HSA=-2.95. (2) Drug 1: CC(C)(C#N)C1=CC(=CC(=C1)CN2C=NC=N2)C(C)(C)C#N. Drug 2: CCN(CC)CCCC(C)NC1=C2C=C(C=CC2=NC3=C1C=CC(=C3)Cl)OC. Cell line: UACC62. Synergy scores: CSS=4.49, Synergy_ZIP=1.26, Synergy_Bliss=5.52, Synergy_Loewe=0.742, Synergy_HSA=2.14. (3) Drug 1: CC12CCC3C(C1CCC2=O)CC(=C)C4=CC(=O)C=CC34C. Drug 2: CC1=C(C(=CC=C1)Cl)NC(=O)C2=CN=C(S2)NC3=CC(=NC(=N3)C)N4CCN(CC4)CCO. Cell line: SF-295. Synergy scores: CSS=48.8, Synergy_ZIP=-2.41, Synergy_Bliss=-3.63, Synergy_Loewe=-3.58, Synergy_HSA=-3.44. (4) Drug 1: CCN(CC)CCCC(C)NC1=C2C=C(C=CC2=NC3=C1C=CC(=C3)Cl)OC. Drug 2: CC1=C(C(=O)C2=C(C1=O)N3CC4C(C3(C2COC(=O)N)OC)N4)N. Cell line: A549. Synergy scores: CSS=28.3, Synergy_ZIP=-2.46, Synergy_Bliss=-3.13, Synergy_Loewe=-16.4, Synergy_HSA=-5.22. (5) Drug 2: CCN(CC)CCNC(=O)C1=C(NC(=C1C)C=C2C3=C(C=CC(=C3)F)NC2=O)C. Cell line: HCC-2998. Synergy scores: CSS=-1.45, Synergy_ZIP=-0.203, Synergy_Bliss=-4.53, Synergy_Loewe=-3.13, Synergy_HSA=-5.97. Drug 1: C1=CC(=CC=C1C#N)C(C2=CC=C(C=C2)C#N)N3C=NC=N3.